From a dataset of Forward reaction prediction with 1.9M reactions from USPTO patents (1976-2016). Predict the product of the given reaction. (1) Given the reactants C([Mg]Cl)(C)C.Br[C:7]1[C:8]([Cl:16])=[CH:9][C:10]([Cl:15])=[C:11]([O:13][CH3:14])[CH:12]=1.[C:17](OCC)(=[O:23])[C:18]([O:20][CH2:21][CH3:22])=[O:19].[Cl-].[NH4+], predict the reaction product. The product is: [Cl:16][C:8]1[CH:9]=[C:10]([Cl:15])[C:11]([O:13][CH3:14])=[CH:12][C:7]=1[C:17](=[O:23])[C:18]([O:20][CH2:21][CH3:22])=[O:19]. (2) Given the reactants [C:1]1([OH:11])[C:10]2[CH2:9][CH2:8][CH2:7][CH2:6][C:5]=2[CH:4]=[CH:3][CH:2]=1.C(NC(C)C)(C)C.[Br:19]N1C(=O)CCC1=O.Cl, predict the reaction product. The product is: [Br:19][C:2]1[CH:3]=[CH:4][C:5]2[CH2:6][CH2:7][CH2:8][CH2:9][C:10]=2[C:1]=1[OH:11]. (3) Given the reactants [Cl:1][C:2]1[CH:3]=[C:4]([C:14]([C:17]2[CH:22]=[CH:21][CH:20]=[C:19]([Cl:23])[CH:18]=2)=[N:15]O)[CH:5]=[CH:6][C:7]=1[CH2:8][N:9]1[CH2:13][CH2:12][CH2:11][CH2:10]1.[CH3:24][O:25][C:26]1[CH:27]=[C:28]2[C:33](=[CH:34][CH:35]=1)N=[CH:31][CH:30]=[C:29]2Cl.ClC1C=C2C(C(N)=CC[N:45]2C(C2C=CC=C(Cl)C=2)C2C=CC(CN3CCCC3)=CC=2)=CC=1, predict the reaction product. The product is: [Cl:1][C:2]1[CH:3]=[C:4]([CH:14]([C:17]2[CH:22]=[CH:21][CH:20]=[C:19]([Cl:23])[CH:18]=2)[N:15]2[C:33]3[C:28](=[CH:27][C:26]([O:25][CH3:24])=[CH:35][CH:34]=3)[C:29]([NH2:45])=[CH:30][CH2:31]2)[CH:5]=[CH:6][C:7]=1[CH2:8][N:9]1[CH2:13][CH2:12][CH2:11][CH2:10]1.